From a dataset of Catalyst prediction with 721,799 reactions and 888 catalyst types from USPTO. Predict which catalyst facilitates the given reaction. Reactant: [C:1]([O:5][C:6]([NH:8][C@:9]([CH3:33])([CH2:12][CH2:13][CH2:14][C:15]1[CH:20]=[CH:19][C:18]([O:21][C:22]2[CH:27]=[CH:26][CH:25]=[C:24]([C:28]([F:31])([F:30])[F:29])[CH:23]=2)=[CH:17][C:16]=1[Cl:32])[CH2:10][OH:11])=[O:7])([CH3:4])([CH3:3])[CH3:2].C(Br)(Br)(Br)Br.[P:39]([O:44]C)([O:42][CH3:43])[O:40][CH3:41].C(O)(=O)CC(CC(O)=O)(C(O)=O)O. Product: [C:1]([O:5][C:6]([NH:8][C@:9]([CH3:33])([CH2:12][CH2:13][CH2:14][C:15]1[CH:20]=[CH:19][C:18]([O:21][C:22]2[CH:27]=[CH:26][CH:25]=[C:24]([C:28]([F:29])([F:30])[F:31])[CH:23]=2)=[CH:17][C:16]=1[Cl:32])[CH2:10][O:11][P:39]([O:42][CH3:43])([O:40][CH3:41])=[O:44])=[O:7])([CH3:4])([CH3:2])[CH3:3]. The catalyst class is: 17.